Dataset: Reaction yield outcomes from USPTO patents with 853,638 reactions. Task: Predict the reaction yield, written as a fraction of the theoretical maximum amount of product (1.0 means a 100% yield; for example, 0.34 means a 34% yield). (1) The reactants are CC([C:4]1C=CC=[C:6]([Br:10])[CH:5]=1)=O.S([CH2:21][N+:22]#[C-])(C1C=CC(C)=CC=1)(=O)=O.[CH3:24][C:25]([CH3:28])([O-])[CH3:26].[K+].[C:30](O)(C)(C)C. No catalyst specified. The product is [Br:10][C:6]1[CH:24]=[C:25]([CH:28]([CH3:30])[C:21]#[N:22])[CH:26]=[CH:4][CH:5]=1. The yield is 0.620. (2) The reactants are [CH2:1]([N:8]1[CH2:12][CH2:11][CH:10]=[CH:9]1)[C:2]1[CH:7]=[CH:6][CH:5]=[CH:4][CH:3]=1.[OH:13]S(O)(=O)=O.O.C1C=C(Cl)C=C(C(OO)=O)C=1. The catalyst is CC(C)=O. The product is [CH2:1]([N:8]1[CH2:12][CH:11]2[CH:10]([O:13]2)[CH2:9]1)[C:2]1[CH:7]=[CH:6][CH:5]=[CH:4][CH:3]=1. The yield is 0.770. (3) The reactants are [CH2:1]([O:3][C:4]([C:6]1[S:10][C:9]([NH2:11])=[N:8][C:7]=1[CH3:12])=[O:5])[CH3:2].[C:13]([O:17][C:18]([O:20]C(OC(C)(C)C)=O)=[O:19])([CH3:16])([CH3:15])[CH3:14]. The catalyst is CN(C)C1C=CN=CC=1.O1CCCC1. The product is [CH2:1]([O:3][C:4]([C:6]1[S:10][C:9]([NH:11][O:20][C:18]([O:17][C:13]([CH3:16])([CH3:15])[CH3:14])=[O:19])=[N:8][C:7]=1[CH3:12])=[O:5])[CH3:2]. The yield is 0.720. (4) The reactants are [CH2:1]([O:3][C:4]([C:6]([CH3:21])([O:8][C:9]1[CH:14]=[CH:13][C:12]([CH2:15][CH2:16][CH2:17][C:18]([OH:20])=O)=[CH:11][CH:10]=1)[CH3:7])=[O:5])[CH3:2].C(Cl)(=O)C(Cl)=O.CN(C)C=O.CS(O)(=O)=O.[CH3:38][NH:39][C:40]([N:42]([CH2:44][C:45]1[CH:50]=[CH:49][C:48]([C:51]([CH3:54])([CH3:53])[CH3:52])=[CH:47][CH:46]=1)[NH2:43])=[O:41].N1C=CC=CC=1. The catalyst is C(OCC)(=O)C. The product is [CH2:1]([O:3][C:4]([C:6]([CH3:7])([O:8][C:9]1[CH:10]=[CH:11][C:12]([CH2:15][CH2:16][CH2:17][C:18]([NH:43][N:42]([CH2:44][C:45]2[CH:46]=[CH:47][C:48]([C:51]([CH3:54])([CH3:53])[CH3:52])=[CH:49][CH:50]=2)[C:40]([NH:39][CH3:38])=[O:41])=[O:20])=[CH:13][CH:14]=1)[CH3:21])=[O:5])[CH3:2]. The yield is 0.680. (5) The yield is 0.900. The catalyst is O. The reactants are [OH:1][C:2]1[CH:7]=[CH:6][C:5]([N+:8]([O-:10])=[O:9])=[CH:4][N:3]=1.[Br:11]Br. The product is [Br:11][C:7]1[C:2]([OH:1])=[N:3][CH:4]=[C:5]([N+:8]([O-:10])=[O:9])[CH:6]=1.